Task: Predict the reactants needed to synthesize the given product.. Dataset: Full USPTO retrosynthesis dataset with 1.9M reactions from patents (1976-2016) (1) Given the product [Cl:9][C:10]1[N:11]=[C:12]2[C:13]([N:17]([CH3:22])[C:18](=[O:21])[CH2:19][CH2:20][N:1]2[CH:2]2[CH2:7][CH2:6][N:5]([CH3:8])[CH2:4][CH2:3]2)=[CH:14][N:15]=1, predict the reactants needed to synthesize it. The reactants are: [NH2:1][CH:2]1[CH2:7][CH2:6][N:5]([CH3:8])[CH2:4][CH2:3]1.[Cl:9][C:10]1[N:15]=[C:14](Cl)[C:13]([N:17]([CH3:22])[C:18](=[O:21])[CH:19]=[CH2:20])=[CH:12][N:11]=1.C(N(CC)CC)C. (2) Given the product [Cl:1][C:2]1[CH:3]=[C:4]([CH2:5][OH:6])[CH:8]=[CH:9][N:10]=1, predict the reactants needed to synthesize it. The reactants are: [Cl:1][C:2]1[CH:3]=[C:4]([CH:8]=[CH:9][N:10]=1)[C:5](O)=[O:6].B. (3) Given the product [Cl:1][C:2]1[CH:7]=[CH:6][C:5]([C:8]2[CH:13]=[N:12][N:11]3[C:14](=[O:17])[N:15]([CH2:26][CH2:27][N:28]4[C:29](=[O:38])[C:30]5[C:31](=[CH:34][CH:35]=[CH:36][CH:37]=5)[C:32]4=[O:33])[N:16]=[C:10]3[C:9]=2[C:18]2[CH:23]=[CH:22][C:21]([Cl:24])=[CH:20][CH:19]=2)=[CH:4][CH:3]=1, predict the reactants needed to synthesize it. The reactants are: [Cl:1][C:2]1[CH:7]=[CH:6][C:5]([C:8]2[CH:13]=[N:12][N:11]3[C:14](=[O:17])[NH:15][N:16]=[C:10]3[C:9]=2[C:18]2[CH:23]=[CH:22][C:21]([Cl:24])=[CH:20][CH:19]=2)=[CH:4][CH:3]=1.Br[CH2:26][CH2:27][N:28]1[C:32](=[O:33])[C:31]2=[CH:34][CH:35]=[CH:36][CH:37]=[C:30]2[C:29]1=[O:38].C([O-])([O-])=O.[K+].[K+]. (4) Given the product [Cl:19][C:14]1[CH:15]=[CH:16][CH:17]=[CH:18][C:13]=1[N:12]1[C:11](=[O:20])[C:10]2[C:5](=[CH:6][C:7]3[CH:24]=[CH:23][CH:22]=[CH:21][C:8]=3[CH:9]=2)[N:4]=[C:3]1[CH2:2][S:26][C:27]1[N:35]=[CH:34][N:33]=[C:32]2[C:28]=1[N:29]=[CH:30][NH:31]2, predict the reactants needed to synthesize it. The reactants are: Cl[CH2:2][C:3]1[N:12]([C:13]2[CH:18]=[CH:17][CH:16]=[CH:15][C:14]=2[Cl:19])[C:11](=[O:20])[C:10]2[C:5](=[CH:6][C:7]3[CH:24]=[CH:23][CH:22]=[CH:21][C:8]=3[CH:9]=2)[N:4]=1.O.[SH:26][C:27]1[N:35]=[CH:34][N:33]=[C:32]2[C:28]=1[NH:29][CH:30]=[N:31]2.C([O-])([O-])=O.[K+].[K+]. (5) Given the product [CH2:49]([O:43][C:40]([C:11]1[CH:10]=[CH:9][C:14]([C:36]2[CH:37]=[CH:32][CH:33]=[CH:34][CH:35]=2)=[CH:13][C:12]=1[C:15]1[S:16][CH:17]=[CH:18][C:19]=1[NH:20][S:21]([CH:24]([CH3:25])[CH3:26])(=[O:22])=[O:23])=[O:41])[CH3:50], predict the reactants needed to synthesize it. The reactants are: CC1(C)C(C)(C)OB([C:9]2[CH:14]=[CH:13][C:12]([C:15]3[S:16][CH:17]=[CH:18][C:19]=3[NH:20][S:21]([CH:24]([CH3:26])[CH3:25])(=[O:23])=[O:22])=[CH:11][CH:10]=2)O1.C(OC(=O)[C:32]1[CH:37]=[CH:36][C:35](I)=[CH:34][CH:33]=1)C.[C:40]([O-:43])([O-])=[O:41].[Na+].[Na+].O.CO[CH2:49][CH2:50]OC. (6) Given the product [Cl:3][C:4]1[CH:5]=[C:6]([CH:26]=[CH:27][C:28]=1[Cl:29])[CH:7]=[CH:8][C:9]1=[N:10][CH2:11][CH2:12][N:13]([CH2:20][C:21]([OH:23])=[O:22])[C:14]2[CH:19]=[CH:18][CH:17]=[CH:16][C:15]1=2, predict the reactants needed to synthesize it. The reactants are: [OH-].[Na+].[Cl:3][C:4]1[CH:5]=[C:6]([CH:26]=[CH:27][C:28]=1[Cl:29])[CH:7]=[CH:8][C:9]1=[N:10][CH2:11][CH2:12][N:13]([CH2:20][C:21]([O:23]CC)=[O:22])[C:14]2[CH:19]=[CH:18][CH:17]=[CH:16][C:15]1=2. (7) Given the product [CH3:9][O:8][C:5]1[CH:6]=[CH:7][C:2]2[O:1][C:14]([C:15]([C:17]3[CH:22]=[CH:21][CH:20]=[CH:19][CH:18]=3)=[O:16])=[C:10]([CH3:11])[C:3]=2[CH:4]=1, predict the reactants needed to synthesize it. The reactants are: [OH:1][C:2]1[CH:7]=[CH:6][C:5]([O:8][CH3:9])=[CH:4][C:3]=1[C:10](=O)[CH3:11].Br[CH2:14][C:15]([C:17]1[CH:22]=[CH:21][CH:20]=[CH:19][CH:18]=1)=[O:16].C(=O)([O-])[O-].[Cs+].[Cs+].